This data is from Forward reaction prediction with 1.9M reactions from USPTO patents (1976-2016). The task is: Predict the product of the given reaction. Given the reactants [C:1]([Cl:6])(=[O:5])[CH2:2][CH2:3][CH3:4].[C:7]([O:10][CH2:11][CH2:12][CH2:13][NH:14][C:15]1[C:24]2[C:19](=[CH:20][CH:21]=[CH:22][N:23]=2)[N:18]=[CH:17][C:16]=1[NH2:25])(=[O:9])[CH3:8], predict the reaction product. The product is: [ClH:6].[C:7]([O:10][CH2:11][CH2:12][CH2:13][NH:14][C:15]1[C:24]2[C:19](=[CH:20][CH:21]=[CH:22][N:23]=2)[N:18]=[CH:17][C:16]=1[NH:25][C:1](=[O:5])[CH2:2][CH2:3][CH3:4])(=[O:9])[CH3:8].